This data is from Catalyst prediction with 721,799 reactions and 888 catalyst types from USPTO. The task is: Predict which catalyst facilitates the given reaction. (1) Reactant: [CH:1]1([CH2:4][O:5][NH:6][C:7]([C:9]2[C:17]([NH:18][C:19]3[CH:24]=[CH:23][C:22]([C:25]#[C:26][Si](C)(C)C)=[CH:21][C:20]=3[CH3:31])=[C:16]([F:32])[C:12]3[N:13]=[CH:14][NH:15][C:11]=3[CH:10]=2)=[O:8])[CH2:3][CH2:2]1.CCCC[N+](CCCC)(CCCC)CCCC.[F-]. Product: [CH:1]1([CH2:4][O:5][NH:6][C:7]([C:9]2[C:17]([NH:18][C:19]3[CH:24]=[CH:23][C:22]([C:25]#[CH:26])=[CH:21][C:20]=3[CH3:31])=[C:16]([F:32])[C:12]3[N:13]=[CH:14][NH:15][C:11]=3[CH:10]=2)=[O:8])[CH2:3][CH2:2]1. The catalyst class is: 30. (2) Reactant: CCN=C=NCCCN(C)C.[NH2:12][CH2:13][C:14]1([OH:18])[CH2:17][CH2:16][CH2:15]1.[CH3:19][C@H:20]1[CH2:24][CH2:23][CH2:22][N:21]1[C:25]([C:27]1[N:28]=[C:29]([C:32]([O-])=[O:33])[S:30][CH:31]=1)=[O:26].[K+].C1C=CC2N(O)N=NC=2C=1.CCN(C(C)C)C(C)C. Product: [OH:18][C:14]1([CH2:13][NH:12][C:32]([C:29]2[S:30][CH:31]=[C:27]([C:25]([N:21]3[CH2:22][CH2:23][CH2:24][C@@H:20]3[CH3:19])=[O:26])[N:28]=2)=[O:33])[CH2:17][CH2:16][CH2:15]1. The catalyst class is: 476. (3) Reactant: [Br:1]Br.[CH2:3]([O:10][C:11]1[CH:12]=[C:13]([CH:16]=[CH:17][CH:18]=1)[CH:14]=[O:15])[C:4]1[CH:9]=[CH:8][CH:7]=[CH:6][CH:5]=1.C([O-])(=O)C.[Na+]. Product: [CH2:3]([O:10][C:11]1[CH:18]=[CH:17][C:16]([Br:1])=[C:13]([CH:12]=1)[CH:14]=[O:15])[C:4]1[CH:5]=[CH:6][CH:7]=[CH:8][CH:9]=1. The catalyst class is: 676.